Dataset: Buchwald-Hartwig C-N cross coupling reaction yields with 55,370 reactions. Task: Predict the reaction yield, written as a fraction of the theoretical maximum amount of product (1.0 means a 100% yield; for example, 0.34 means a 34% yield). (1) The reactants are COc1ccc(Cl)cc1.Cc1ccc(N)cc1.O=S(=O)(O[Pd]1c2ccccc2-c2ccccc2N~1)C(F)(F)F.COc1ccc(OC)c(P([C@]23C[C@H]4C[C@H](C[C@H](C4)C2)C3)[C@]23C[C@H]4C[C@H](C[C@H](C4)C2)C3)c1-c1c(C(C)C)cc(C(C)C)cc1C(C)C.CN1CCCN2CCCN=C12.c1ccc(-c2cnoc2)cc1. No catalyst specified. The product is COc1ccc(Nc2ccc(C)cc2)cc1. The yield is 0.0202. (2) The reactants are COc1ccc(I)cc1.Cc1ccc(N)cc1.O=S(=O)(O[Pd]1c2ccccc2-c2ccccc2N~1)C(F)(F)F.COc1ccc(OC)c(P(C(C)(C)C)C(C)(C)C)c1-c1c(C(C)C)cc(C(C)C)cc1C(C)C.CN1CCCN2CCCN=C12.c1ccc2oncc2c1. No catalyst specified. The product is COc1ccc(Nc2ccc(C)cc2)cc1. The yield is 0.355. (3) The reactants are COc1ccc(I)cc1.Cc1ccc(N)cc1.O=S(=O)(O[Pd]1c2ccccc2-c2ccccc2N~1)C(F)(F)F.COc1ccc(OC)c(P(C(C)(C)C)C(C)(C)C)c1-c1c(C(C)C)cc(C(C)C)cc1C(C)C.CCN=P(N=P(N(C)C)(N(C)C)N(C)C)(N(C)C)N(C)C.c1ccc2oncc2c1. No catalyst specified. The product is COc1ccc(Nc2ccc(C)cc2)cc1. The yield is 0.299. (4) No catalyst specified. The reactants are CCc1ccc(I)cc1.Cc1ccc(N)cc1.O=S(=O)(O[Pd]1c2ccccc2-c2ccccc2N~1)C(F)(F)F.CC(C)c1cc(C(C)C)c(-c2ccccc2P(C(C)(C)C)C(C)(C)C)c(C(C)C)c1.CCN=P(N=P(N(C)C)(N(C)C)N(C)C)(N(C)C)N(C)C.c1ccc(-c2cnoc2)cc1. The yield is 0.270. The product is CCc1ccc(Nc2ccc(C)cc2)cc1.